Dataset: Forward reaction prediction with 1.9M reactions from USPTO patents (1976-2016). Task: Predict the product of the given reaction. (1) Given the reactants [CH3:1][N:2]([CH3:32])[C@H:3]1[CH2:8][CH2:7][C@H:6]([C:9]([NH:11][C:12]2[C:16]3[CH:17]=[CH:18][C:19]([OH:21])=[CH:20][C:15]=3[O:14][C:13]=2[C:22]([NH:24][C:25]2[CH:30]=[CH:29][C:28]([Cl:31])=[CH:27][N:26]=2)=[O:23])=[O:10])[CH2:5][CH2:4]1.C(=O)([O-])[O-].[Cs+].[Cs+].Br[CH2:40][C:41]([O:43][C:44]([CH3:47])([CH3:46])[CH3:45])=[O:42], predict the reaction product. The product is: [C:44]([O:43][C:41]([CH2:40][O:21][C:19]1[CH:18]=[CH:17][C:16]2[C:12]([NH:11][C:9]([C@H:6]3[CH2:5][CH2:4][C@H:3]([N:2]([CH3:32])[CH3:1])[CH2:8][CH2:7]3)=[O:10])=[C:13]([C:22]([NH:24][C:25]3[CH:30]=[CH:29][C:28]([Cl:31])=[CH:27][N:26]=3)=[O:23])[O:14][C:15]=2[CH:20]=1)=[O:42])([CH3:47])([CH3:46])[CH3:45]. (2) Given the reactants [F:1][C:2]([F:12])([F:11])[C:3]1[C:8]([C:9]#[N:10])=[CH:7][N:6]=[CH:5][CH:4]=1.OO.FC(F)(F)C(OC(=O)C(F)(F)F)=[O:18].[O-]S([O-])(=S)=O.[Na+].[Na+].Cl, predict the reaction product. The product is: [F:12][C:2]([F:11])([F:1])[C:3]1[C:8]([C:9]#[N:10])=[CH:7][N+:6]([O-:18])=[CH:5][CH:4]=1. (3) Given the reactants C([N:14]1[CH2:19][CH2:18][O:17][CH2:16][C@@H:15]1[C@@H:20]([OH:49])[C@@H:21]([NH:31][C:32](=[O:48])[C:33]1[CH:47]=[CH:46][CH:45]=[C:35]([C:36]([N:38]([CH2:42][CH2:43][CH3:44])[CH2:39][CH2:40][CH3:41])=[O:37])[CH:34]=1)[CH2:22][C:23]1[CH:28]=[C:27]([F:29])[CH:26]=[C:25]([F:30])[CH:24]=1)(C1C=CC=CC=1)C1C=CC=CC=1.C(O)(=O)C, predict the reaction product. The product is: [F:30][C:25]1[CH:24]=[C:23]([CH2:22][C@H:21]([NH:31][C:32](=[O:48])[C:33]2[CH:47]=[CH:46][CH:45]=[C:35]([C:36]([N:38]([CH2:39][CH2:40][CH3:41])[CH2:42][CH2:43][CH3:44])=[O:37])[CH:34]=2)[C@H:20]([OH:49])[C@H:15]2[CH2:16][O:17][CH2:18][CH2:19][NH:14]2)[CH:28]=[C:27]([F:29])[CH:26]=1. (4) The product is: [C:28]([O:1][C@H:2]1[C@H:11]([O:12][CH2:13][CH2:14][O:15][CH3:16])[C:10]2[CH:9]=[CH:8][N:7]3[C:17]([CH3:21])=[C:18]([CH3:20])[N:19]=[C:6]3[C:5]=2[NH:4][C@@H:3]1[C:22]1[CH:23]=[CH:24][CH:25]=[CH:26][CH:27]=1)(=[O:35])[C:29]1[CH:34]=[CH:33][CH:32]=[CH:31][CH:30]=1. Given the reactants [OH:1][C@H:2]1[C@H:11]([O:12][CH2:13][CH2:14][O:15][CH3:16])[C:10]2[CH:9]=[CH:8][N:7]3[C:17]([CH3:21])=[C:18]([CH3:20])[N:19]=[C:6]3[C:5]=2[NH:4][C@@H:3]1[C:22]1[CH:27]=[CH:26][CH:25]=[CH:24][CH:23]=1.[C:28](Cl)(=[O:35])[C:29]1[CH:34]=[CH:33][CH:32]=[CH:31][CH:30]=1.C(N(CC)CC)C, predict the reaction product. (5) Given the reactants [C:7](O[C:7](=[O:11])[CH:8]([CH3:10])[CH3:9])(=[O:11])[CH:8]([CH3:10])[CH3:9].[NH2:12][C@H:13]1[CH2:18][CH2:17][C@H:16]([OH:19])[CH2:15][CH2:14]1.C(N(CC)CC)C, predict the reaction product. The product is: [OH:19][CH:16]1[CH2:17][CH2:18][CH:13]([NH:12][C:7](=[O:11])[CH:8]([CH3:9])[CH3:10])[CH2:14][CH2:15]1. (6) Given the reactants [C:1]([O:10][CH:11]([CH2:13][C:14]#[C:15][CH2:16][CH3:17])[CH3:12])(=[O:9])[C:2]1[C:3](=[CH:5][CH:6]=[CH:7][CH:8]=1)[OH:4], predict the reaction product. The product is: [C:1]([O:10][CH:11]([CH2:13]/[CH:14]=[CH:15]\[CH2:16][CH3:17])[CH3:12])(=[O:9])[C:2]1[C:3](=[CH:5][CH:6]=[CH:7][CH:8]=1)[OH:4]. (7) Given the reactants [C:1]1([CH3:14])[CH:6]=[C:5]([CH3:7])[CH:4]=[C:3]([CH3:8])[C:2]=1[S:9]([O:12][NH2:13])(=[O:11])=[O:10].[NH2:15][C:16]1[CH:21]=[C:20]([CH3:22])[N:19]=[C:18]([CH3:23])[N:17]=1.CO.ClCCl.CCOCC, predict the reaction product. The product is: [C:1]1([CH3:14])[CH:6]=[C:5]([CH3:7])[CH:4]=[C:3]([CH3:8])[C:2]=1[S:9]([O-:12])(=[O:11])=[O:10].[NH2:13][N+:19]1[C:20]([CH3:22])=[CH:21][C:16]([NH2:15])=[N:17][C:18]=1[CH3:23].